Dataset: Full USPTO retrosynthesis dataset with 1.9M reactions from patents (1976-2016). Task: Predict the reactants needed to synthesize the given product. (1) Given the product [CH2:26]([O:25][C:22]1[CH:23]=[CH:24][C:19]([NH:18][C:16]2[N:15]=[CH:14][N:13]=[C:12]3[NH:11][N:10]=[C:9]([O:8][CH2:7][CH2:6][N:34]4[CH2:39][CH2:38][O:37][CH2:36][CH2:35]4)[C:17]=23)=[CH:20][C:21]=1[CH3:33])[C:27]1[CH:28]=[CH:29][CH:30]=[CH:31][CH:32]=1, predict the reactants needed to synthesize it. The reactants are: CS(O[CH2:6][CH2:7][O:8][C:9]1[C:17]2[C:12](=[N:13][CH:14]=[N:15][C:16]=2[NH:18][C:19]2[CH:24]=[CH:23][C:22]([O:25][CH2:26][C:27]3[CH:32]=[CH:31][CH:30]=[CH:29][CH:28]=3)=[C:21]([CH3:33])[CH:20]=2)[NH:11][N:10]=1)(=O)=O.[NH:34]1[CH2:39][CH2:38][O:37][CH2:36][CH2:35]1. (2) Given the product [CH2:1]([O:8][CH2:9][C:10]1[CH:15]=[CH:14][N:13]=[CH:12][C:11]=1[CH:22]1[CH2:26][CH2:25][CH2:24][N:23]1[CH3:27])[C:2]1[CH:3]=[CH:4][CH:5]=[CH:6][CH:7]=1, predict the reactants needed to synthesize it. The reactants are: [CH2:1]([O:8][CH2:9][CH:10]1[CH:15]=[CH:14][N:13](C(=O)C(C)(C)C)[CH:12]=[C:11]1[CH:22]1[CH2:26][CH2:25][CH2:24][N:23]1[CH3:27])[C:2]1[CH:7]=[CH:6][CH:5]=[CH:4][CH:3]=1.[S].